Dataset: Reaction yield outcomes from USPTO patents with 853,638 reactions. Task: Predict the reaction yield, written as a fraction of the theoretical maximum amount of product (1.0 means a 100% yield; for example, 0.34 means a 34% yield). (1) The reactants are Cl[C:2]1[CH:7]=[CH:6][C:5]([N+:8]([O-:10])=[O:9])=[CH:4][N:3]=1.[C:11]1(B(O)O)[CH:16]=[CH:15][CH:14]=[CH:13][CH:12]=1.COCCOC.C(=O)([O-])[O-].[K+].[K+]. The yield is 0.730. The catalyst is C(OCC)(=O)C.O.C1C=CC([P]([Pd]([P](C2C=CC=CC=2)(C2C=CC=CC=2)C2C=CC=CC=2)([P](C2C=CC=CC=2)(C2C=CC=CC=2)C2C=CC=CC=2)[P](C2C=CC=CC=2)(C2C=CC=CC=2)C2C=CC=CC=2)(C2C=CC=CC=2)C2C=CC=CC=2)=CC=1. The product is [N+:8]([C:5]1[CH:6]=[CH:7][C:2]([C:11]2[CH:16]=[CH:15][CH:14]=[CH:13][CH:12]=2)=[N:3][CH:4]=1)([O-:10])=[O:9]. (2) The reactants are [O-]S(S([O-])=O)=O.[Na+].[Na+].[C:9]([C:11]1[CH:12]=[C:13]([N:20]([C:25]2[C:44]([CH:45]3[CH2:47][CH2:46]3)=[CH:43][C:28]3[C:29]([C:39]([NH:41][CH3:42])=[O:40])=[C:30]([C:32]4[CH:37]=[CH:36][C:35]([F:38])=[CH:34][CH:33]=4)[O:31][C:27]=3[CH:26]=2)[S:21]([CH3:24])(=[O:23])=[O:22])[CH:14]=[CH:15][C:16]=1[N+:17]([O-])=O)#[N:10]. The catalyst is O.C1COCC1. The product is [NH2:17][C:16]1[CH:15]=[CH:14][C:13]([N:20]([C:25]2[C:44]([CH:45]3[CH2:47][CH2:46]3)=[CH:43][C:28]3[C:29]([C:39]([NH:41][CH3:42])=[O:40])=[C:30]([C:32]4[CH:33]=[CH:34][C:35]([F:38])=[CH:36][CH:37]=4)[O:31][C:27]=3[CH:26]=2)[S:21]([CH3:24])(=[O:23])=[O:22])=[CH:12][C:11]=1[C:9]#[N:10]. The yield is 0.743. (3) The reactants are [CH3:1][O:2][C:3]1[CH:4]=[C:5]([NH2:15])[CH:6]=[CH:7][C:8]=1[N:9]1[CH:13]=[C:12]([CH3:14])[N:11]=[CH:10]1.Cl[C:17]1[CH:22]=[C:21]([O:23][C:24]2[C:29]([Cl:30])=[CH:28][CH:27]=[CH:26][C:25]=2[Cl:31])[N:20]=[CH:19][N:18]=1. No catalyst specified. The product is [Cl:31][C:25]1[CH:26]=[CH:27][CH:28]=[C:29]([Cl:30])[C:24]=1[O:23][C:21]1[CH:22]=[CH:17][N:18]=[C:19]([NH:15][C:5]2[CH:6]=[CH:7][C:8]([N:9]3[CH:13]=[C:12]([CH3:14])[N:11]=[CH:10]3)=[C:3]([O:2][CH3:1])[CH:4]=2)[N:20]=1. The yield is 0.290. (4) The reactants are [NH:1]1[CH2:6][CH2:5][CH:4]([CH2:7][O:8][C:9]2[C:13]3[C:14]([O:18][CH2:19][C:20]([F:23])([F:22])[F:21])=[CH:15][CH:16]=[CH:17][C:12]=3[O:11][N:10]=2)[CH2:3][CH2:2]1.N1(CO)C2C=CC=C[C:27]=2N=N1.C[Si](Cl)(C)C.Br[C:41]([F:48])([F:47])[C:42]([O:44][CH2:45][CH3:46])=[O:43]. The catalyst is C(O)C.O1CCCC1.[Zn]. The product is [F:47][C:41]([F:48])([CH2:27][N:1]1[CH2:6][CH2:5][CH:4]([CH2:7][O:8][C:9]2[C:13]3[C:14]([O:18][CH2:19][C:20]([F:21])([F:22])[F:23])=[CH:15][CH:16]=[CH:17][C:12]=3[O:11][N:10]=2)[CH2:3][CH2:2]1)[C:42]([O:44][CH2:45][CH3:46])=[O:43]. The yield is 0.490. (5) The reactants are [CH:1](Cl)([F:3])[F:2].[OH:5][C:6]1[CH:7]=[C:8]2[C:12](=[CH:13][CH:14]=1)[N:11]([C:15]1[CH:20]=[CH:19][C:18]([O:21][CH3:22])=[CH:17][CH:16]=1)[C:10]([CH3:23])=[C:9]2[C:24]([O:26][CH2:27][CH3:28])=[O:25].[OH-].[Na+].O. The catalyst is C(Cl)Cl.[Br-].C([N+](CCCC)(CCCC)CCCC)CCC. The product is [F:2][CH:1]([F:3])[O:5][C:6]1[CH:7]=[C:8]2[C:12](=[CH:13][CH:14]=1)[N:11]([C:15]1[CH:16]=[CH:17][C:18]([O:21][CH3:22])=[CH:19][CH:20]=1)[C:10]([CH3:23])=[C:9]2[C:24]([O:26][CH2:27][CH3:28])=[O:25]. The yield is 0.400. (6) The reactants are [CH3:1][C:2]1[N:7]=[CH:6][N:5]=[C:4]([NH2:8])[CH:3]=1.Br[C:10]1[C:11](=[O:18])[N:12]([CH3:17])[CH:13]=[C:14]([Br:16])[CH:15]=1.CC1(C)C2C(=C(P(C3C=CC=CC=3)C3C=CC=CC=3)C=CC=2)OC2C(P(C3C=CC=CC=3)C3C=CC=CC=3)=CC=CC1=2.C([O-])([O-])=O.[Cs+].[Cs+]. The catalyst is C1C=CC(/C=C/C(/C=C/C2C=CC=CC=2)=O)=CC=1.C1C=CC(/C=C/C(/C=C/C2C=CC=CC=2)=O)=CC=1.C1C=CC(/C=C/C(/C=C/C2C=CC=CC=2)=O)=CC=1.[Pd].[Pd].O1CCOCC1. The product is [Br:16][C:14]1[CH:15]=[C:10]([NH:8][C:4]2[CH:3]=[C:2]([CH3:1])[N:7]=[CH:6][N:5]=2)[C:11](=[O:18])[N:12]([CH3:17])[CH:13]=1. The yield is 0.360. (7) The reactants are C(OC([O:6][C:7]1[CH:8]=[C:9]2[C:14](=[CH:15][CH:16]=1)[CH:13]=[C:12]([CH:17]=[CH2:18])[CH:11]=[CH:10]2)C)C.C1(C)C=CC(S([O-])(=O)=O)=CC=1.[NH+]1C=CC=CC=1.C(Cl)Cl. The catalyst is C(O)C. The product is [OH:6][C:7]1[CH:8]=[C:9]2[C:14](=[CH:15][CH:16]=1)[CH:13]=[C:12]([CH:17]=[CH2:18])[CH:11]=[CH:10]2. The yield is 0.620.